The task is: Regression. Given a peptide amino acid sequence and an MHC pseudo amino acid sequence, predict their binding affinity value. This is MHC class II binding data.. This data is from Peptide-MHC class II binding affinity with 134,281 pairs from IEDB. (1) The peptide sequence is HAPAAPANPGLIIGALAGST. The MHC is DRB1_0101 with pseudo-sequence DRB1_0101. The binding affinity (normalized) is 0.697. (2) The peptide sequence is IAIAFLSVSNNYEYI. The MHC is DRB3_0202 with pseudo-sequence DRB3_0202. The binding affinity (normalized) is 0.391. (3) The peptide sequence is FNDIIHSIINMDADV. The MHC is HLA-DPA10201-DPB10101 with pseudo-sequence HLA-DPA10201-DPB10101. The binding affinity (normalized) is 0.380.